Predict the reactants needed to synthesize the given product. From a dataset of Full USPTO retrosynthesis dataset with 1.9M reactions from patents (1976-2016). (1) Given the product [I-:11].[CH3:10][O:9][C:1]([C:2]1[CH:7]=[CH:6][N+:5]([CH3:12])=[CH:4][CH:3]=1)=[O:8], predict the reactants needed to synthesize it. The reactants are: [C:1]([O:9][CH3:10])(=[O:8])[C:2]1[CH:7]=[CH:6][N:5]=[CH:4][CH:3]=1.[I:11][CH3:12]. (2) Given the product [C:16]1([C@@H:14]([CH3:15])[CH2:13][C:11]2[NH:10][N:9]=[C:8]([C:6]([OH:7])=[O:5])[CH:12]=2)[CH:17]=[CH:18][CH:19]=[CH:20][CH:21]=1, predict the reactants needed to synthesize it. The reactants are: [OH-].[Na+].C([O:5][C:6]([C:8]1[CH:12]=[C:11]([CH2:13][C@@H:14]([C:16]2[CH:21]=[CH:20][CH:19]=[CH:18][CH:17]=2)[CH3:15])[NH:10][N:9]=1)=[O:7])C. (3) Given the product [Br:1][C:2]1[CH:30]=[CH:29][CH:28]=[CH:27][C:3]=1[CH2:4][C:5]1[O:6][C:7]([CH3:26])=[C:8]([CH3:25])[C:9]=1[C:10]([C:12]1[CH:17]=[C:16]([CH:18]([CH3:19])[CH3:20])[C:15]([S:32]([C:35]2[CH:43]=[CH:42][C:38]([C:39]([OH:41])=[O:40])=[C:37]([OH:44])[CH:36]=2)(=[O:34])=[O:33])=[C:14]([CH:22]([CH3:23])[CH3:24])[CH:13]=1)=[O:11], predict the reactants needed to synthesize it. The reactants are: [Br:1][C:2]1[CH:30]=[CH:29][CH:28]=[CH:27][C:3]=1[CH2:4][C:5]1[O:6][C:7]([CH3:26])=[C:8]([CH3:25])[C:9]=1[C:10]([C:12]1[CH:17]=[C:16]([CH:18]([CH3:20])[CH3:19])[C:15](O)=[C:14]([CH:22]([CH3:24])[CH3:23])[CH:13]=1)=[O:11].Cl[S:32]([C:35]1[CH:43]=[CH:42][C:38]([C:39]([OH:41])=[O:40])=[C:37]([OH:44])[CH:36]=1)(=[O:34])=[O:33]. (4) Given the product [F:19][CH:2]([F:1])[O:3][C:4]1[CH:5]=[CH:6][C:7]([C:21]2[CH:26]=[CH:25][N:24]([C:27]3[CH:32]=[CH:31][C:30]([O:33][CH2:34][C:35]([OH:38])([CH3:37])[CH3:36])=[C:29]([O:39][CH3:40])[CH:28]=3)[C:23](=[O:41])[CH:22]=2)=[CH:8][CH:9]=1, predict the reactants needed to synthesize it. The reactants are: [F:1][CH:2]([F:19])[O:3][C:4]1[CH:9]=[CH:8][C:7](B2OC(C)(C)C(C)(C)O2)=[CH:6][CH:5]=1.Cl[C:21]1[CH:26]=[CH:25][N:24]([C:27]2[CH:32]=[CH:31][C:30]([O:33][CH2:34][C:35]([OH:38])([CH3:37])[CH3:36])=[C:29]([O:39][CH3:40])[CH:28]=2)[C:23](=[O:41])[CH:22]=1.[O-]P([O-])([O-])=O.[K+].[K+].[K+].C1(P(C2CCCCC2)C2C=CC=CC=2C2C(OC)=CC=CC=2OC)CCCCC1. (5) The reactants are: [F:1][C:2]([F:14])([F:13])[C:3]([C:5]1[CH:10]=[CH:9][CH:8]=[C:7]([O:11][CH3:12])[CH:6]=1)=O.Cl.[NH2:16][OH:17]. Given the product [F:1][C:2]([F:14])([F:13])[C:3]([C:5]1[CH:10]=[CH:9][CH:8]=[C:7]([O:11][CH3:12])[CH:6]=1)=[N:16][OH:17], predict the reactants needed to synthesize it. (6) Given the product [CH2:1]1[C:14]2[C:5](=[CH:6][CH:7]=[CH:8][CH:13]=2)[CH2:4][CH2:3][CH2:2]1, predict the reactants needed to synthesize it. The reactants are: [CH2:1](OC(=O)[O-])[CH2:2][CH2:3][CH2:4][CH2:5][CH2:6][CH2:7][CH3:8].[CH2:13]([NH3+])[CH2:14]CCCCCC. (7) Given the product [CH3:39][O:40][C:41]1[C:49]2[O:48][CH2:47][CH2:46][C:45]=2[CH:44]=[C:43]([CH:50]([NH:38][C:35]2[CH:36]=[CH:37][C:32]([C:29]3[N:28]=[C:27]([CH3:26])[O:31][N:30]=3)=[CH:33][CH:34]=2)[C:56]#[N:57])[CH:42]=1, predict the reactants needed to synthesize it. The reactants are: C(S([O-])(=O)=O)(F)(F)F.C(S([O-])(=O)=O)(F)(F)F.C(S([O-])(=O)=O)(F)(F)F.[Yb+3].[CH3:26][C:27]1[O:31][N:30]=[C:29]([C:32]2[CH:37]=[CH:36][C:35]([NH2:38])=[CH:34][CH:33]=2)[N:28]=1.[CH3:39][O:40][C:41]1[C:49]2[O:48][CH2:47][CH2:46][C:45]=2[CH:44]=[C:43]([CH:50]=O)[CH:42]=1.C[Si]([C:56]#[N:57])(C)C.